This data is from Forward reaction prediction with 1.9M reactions from USPTO patents (1976-2016). The task is: Predict the product of the given reaction. (1) Given the reactants [C:1]([CH2:3][C:4]1([N:15]2[CH:19]=[C:18](B3OC(C)(C)C(C)(C)O3)[CH:17]=[N:16]2)[CH2:7][N:6]([C:8]([O:10][C:11]([CH3:14])([CH3:13])[CH3:12])=[O:9])[CH2:5]1)#[N:2].Br[C:30]1[C:31]([CH3:36])=[N:32][NH:33][C:34]=1[CH3:35].C(=O)([O-])[O-].[Na+].[Na+], predict the reaction product. The product is: [C:1]([CH2:3][C:4]1([N:15]2[CH:19]=[C:18]([C:30]3[C:31]([CH3:36])=[N:32][NH:33][C:34]=3[CH3:35])[CH:17]=[N:16]2)[CH2:5][N:6]([C:8]([O:10][C:11]([CH3:14])([CH3:13])[CH3:12])=[O:9])[CH2:7]1)#[N:2]. (2) Given the reactants [CH2:1]([O:8][NH:9][C@@H:10]([CH2:21][O:22][C:23]1[CH:28]=[CH:27][C:26]([Br:29])=[CH:25][CH:24]=1)[CH2:11][N:12]1[C:16](=[O:17])[C:15]([CH3:19])([CH3:18])[NH:14][C:13]1=[O:20])[C:2]1[CH:7]=[CH:6][CH:5]=[CH:4][CH:3]=1.[C:30](OC(=O)C)(=[O:32])C, predict the reaction product. The product is: [CH2:1]([O:8][N:9]([C@H:10]([CH2:11][N:12]1[C:16](=[O:17])[C:15]([CH3:18])([CH3:19])[NH:14][C:13]1=[O:20])[CH2:21][O:22][C:23]1[CH:24]=[CH:25][C:26]([Br:29])=[CH:27][CH:28]=1)[CH:30]=[O:32])[C:2]1[CH:3]=[CH:4][CH:5]=[CH:6][CH:7]=1. (3) Given the reactants [Cl-].C[SiH](C)C.[CH2:6](Br)[C:7]1[CH:12]=[CH:11][CH:10]=[CH:9][CH:8]=1.[Cl:14][C:15]1[CH:20]=[C:19](Cl)[N:18]=[CH:17][N:16]=1.O, predict the reaction product. The product is: [Cl:14][C:15]1[CH:20]=[C:19]([CH2:6][C:7]2[CH:12]=[CH:11][CH:10]=[CH:9][CH:8]=2)[N:18]=[CH:17][N:16]=1. (4) Given the reactants [Cl-].O[NH3+:3].[C:4](=[O:7])([O-])[OH:5].[Na+].CS(C)=O.[O:13]1[C:17]2([CH2:22][CH2:21][CH:20]([N:23]3[C:28](=[O:29])[C:27]([CH2:30][C:31]4[CH:36]=[CH:35][C:34]([C:37]5[C:38]([C:43]#[N:44])=[CH:39][CH:40]=[CH:41][CH:42]=5)=[CH:33][CH:32]=4)=[C:26]([CH2:45][CH2:46][CH3:47])[N:25]4[N:48]=[CH:49][N:50]=[C:24]34)[CH2:19][CH2:18]2)[O:16][CH2:15][CH2:14]1, predict the reaction product. The product is: [O:16]1[C:17]2([CH2:18][CH2:19][CH:20]([N:23]3[C:28](=[O:29])[C:27]([CH2:30][C:31]4[CH:36]=[CH:35][C:34]([C:37]5[CH:42]=[CH:41][CH:40]=[CH:39][C:38]=5[C:43]5[NH:3][C:4](=[O:7])[O:5][N:44]=5)=[CH:33][CH:32]=4)=[C:26]([CH2:45][CH2:46][CH3:47])[N:25]4[N:48]=[CH:49][N:50]=[C:24]34)[CH2:21][CH2:22]2)[O:13][CH2:14][CH2:15]1.